From a dataset of Full USPTO retrosynthesis dataset with 1.9M reactions from patents (1976-2016). Predict the reactants needed to synthesize the given product. (1) Given the product [Si:19]([O:18][CH2:17][C@@H:16]([CH3:26])[CH2:15][N:8]1[C:7]2[CH:13]=[C:3]([O:2][CH3:1])[CH:4]=[CH:5][C:6]=2[O:11][CH2:10][C:9]1=[O:12])([C:22]([CH3:23])([CH3:24])[CH3:25])([CH3:20])[CH3:21], predict the reactants needed to synthesize it. The reactants are: [CH3:1][O:2][C:3]1[CH:4]=[CH:5][C:6]2[O:11][CH2:10][C:9](=[O:12])[NH:8][C:7]=2[CH:13]=1.Br[CH2:15][C@@H:16]([CH3:26])[CH2:17][O:18][Si:19]([C:22]([CH3:25])([CH3:24])[CH3:23])([CH3:21])[CH3:20].C([O-])([O-])=O.[Cs+].[Cs+]. (2) Given the product [NH2:1][C:2]1[C:11]([Br:17])=[C:10]2[C:5]([CH:6]=[CH:7][CH:8]=[N:9]2)=[CH:4][CH:3]=1, predict the reactants needed to synthesize it. The reactants are: [NH2:1][C:2]1[CH:11]=[C:10]2[C:5]([CH:6]=[CH:7][CH:8]=[N:9]2)=[CH:4][CH:3]=1.C([O-])(=O)C.[Na+].[Br:17]Br. (3) Given the product [CH3:7][CH:8]1[C:15]2[S:14][CH:13]=[CH:12][C:11]=2[CH:10]2[CH2:16][NH:17][CH2:18][CH:9]12.[ClH:27], predict the reactants needed to synthesize it. The reactants are: C([O-])([O-])=O.[K+].[K+].[CH3:7][CH:8]1[C:15]2[S:14][CH:13]=[CH:12][C:11]=2[CH:10]2[CH2:16][N:17](C(C3C=CC=CC=3)C)[CH2:18][CH:9]12.[Cl:27]CCOC(Cl)=O. (4) Given the product [CH3:30][O:31][C:32]1[CH:39]=[C:38]([O:40][CH3:41])[CH:37]=[CH:36][C:33]=1[CH2:34][NH:35][C:2]1[CH:7]=[CH:6][C:5]([S:8]([NH:11][C:12]2[S:13][CH:14]=[CH:15][N:16]=2)(=[O:10])=[O:9])=[C:4]([F:17])[CH:3]=1, predict the reactants needed to synthesize it. The reactants are: Br[C:2]1[CH:7]=[CH:6][C:5]([S:8]([NH:11][C:12]2[S:13][CH:14]=[CH:15][N:16]=2)(=[O:10])=[O:9])=[C:4]([F:17])[CH:3]=1.CC(C)([O-])C.[Na+].O1CCOCC1.[CH3:30][O:31][C:32]1[CH:39]=[C:38]([O:40][CH3:41])[CH:37]=[CH:36][C:33]=1[CH2:34][NH2:35]. (5) Given the product [CH2:1]([O:3][C:4]([C:6]1[S:10][C:9]([C:11]2[CH:16]=[CH:15][C:14]([O:17][C:18]3[CH:23]=[CH:22][CH:21]=[CH:20][CH:19]=3)=[CH:13][CH:12]=2)=[N:8][C:7]=1[CH2:24][Br:25])=[O:5])[CH3:2], predict the reactants needed to synthesize it. The reactants are: [CH2:1]([O:3][C:4]([C:6]1[S:10][C:9]([C:11]2[CH:16]=[CH:15][C:14]([O:17][C:18]3[CH:23]=[CH:22][CH:21]=[CH:20][CH:19]=3)=[CH:13][CH:12]=2)=[N:8][C:7]=1[CH3:24])=[O:5])[CH3:2].[Br:25]N1C(=O)CCC1=O. (6) Given the product [C:42]([O:41][C:39]([N:22]([CH2:23][C@@H:24]([C:32]1[CH:37]=[CH:36][CH:35]=[C:34]([Cl:38])[CH:33]=1)[OH:25])[CH2:21][CH2:20][C:17]1[CH:18]=[CH:19][C:14]([S:11]([C:8]2[CH:9]=[CH:10][C:2]([NH:1][C:56](=[O:55])[CH2:57][OH:58])=[C:3]([CH:7]=2)[C:4]([OH:6])=[O:5])(=[O:12])=[O:13])=[CH:15][CH:16]=1)=[O:40])([CH3:45])([CH3:44])[CH3:43], predict the reactants needed to synthesize it. The reactants are: [NH2:1][C:2]1[CH:10]=[CH:9][C:8]([S:11]([C:14]2[CH:19]=[CH:18][C:17]([CH2:20][CH2:21][N:22]([C:39]([O:41][C:42]([CH3:45])([CH3:44])[CH3:43])=[O:40])[CH2:23][C@@H:24]([C:32]3[CH:37]=[CH:36][CH:35]=[C:34]([Cl:38])[CH:33]=3)[O:25]C3CCCCO3)=[CH:16][CH:15]=2)(=[O:13])=[O:12])=[CH:7][C:3]=1[C:4]([OH:6])=[O:5].N1C=CC=CC=1.C([O:55][CH2:56][C:57](Cl)=[O:58])(=O)C.Cl.